Dataset: Forward reaction prediction with 1.9M reactions from USPTO patents (1976-2016). Task: Predict the product of the given reaction. (1) Given the reactants [CH:1]1([C:7]2[CH:15]=[CH:14][CH:13]=[CH:12][C:8]=2C(O)=O)[CH2:6][CH2:5][CH2:4][CH2:3][CH2:2]1.CC[N:18]([CH:22](C)C)C(C)C.C1(P(N=[N+]=[N-])(C2C=CC=CC=2)=[O:32])C=CC=CC=1, predict the reaction product. The product is: [CH:1]1([C:7]2[CH:15]=[CH:14][CH:13]=[CH:12][C:8]=2[N:18]=[C:22]=[O:32])[CH2:2][CH2:3][CH2:4][CH2:5][CH2:6]1. (2) Given the reactants [C:1]([C:4]1[CH:32]=[CH:31][C:7]([CH2:8][C:9]2[C:10]([CH2:29][CH3:30])=[N:11][C:12]3[C:17]([C:18]=2[O:19][CH:20]([F:22])[F:21])=[C:16]([O:23][CH2:24][C:25]([OH:27])=[O:26])[CH:15]=[CH:14][C:13]=3[F:28])=[CH:6][CH:5]=1)(=[O:3])[CH3:2].[CH3:33][Mg]Br, predict the reaction product. The product is: [F:21][CH:20]([F:22])[O:19][C:18]1[C:17]2[C:12](=[C:13]([F:28])[CH:14]=[CH:15][C:16]=2[O:23][CH2:24][C:25]([OH:27])=[O:26])[N:11]=[C:10]([CH2:29][CH3:30])[C:9]=1[CH2:8][C:7]1[CH:31]=[CH:32][C:4]([C:1]([OH:3])([CH3:33])[CH3:2])=[CH:5][CH:6]=1. (3) Given the reactants F[C:2]1[CH:3]=[C:4]([N+:9]([O-:11])=[O:10])[CH:5]=[C:6](F)[CH:7]=1.[OH:12][CH:13]1[CH2:18][CH2:17][NH:16][CH2:15][CH2:14]1.[NH:19]1[CH2:24][CH2:23][O:22][CH2:21][CH2:20]1, predict the reaction product. The product is: [N:19]1([C:2]2[CH:7]=[C:6]([N:16]3[CH2:17][CH2:18][CH:13]([OH:12])[CH2:14][CH2:15]3)[CH:5]=[C:4]([N+:9]([O-:11])=[O:10])[CH:3]=2)[CH2:24][CH2:23][O:22][CH2:21][CH2:20]1. (4) Given the reactants [C:1]([O:5][C:6]([N:8]1[C:13]2[CH:14]=[C:15]([Cl:26])[C:16]([O:18]CC3C=CC=CC=3)=[CH:17][C:12]=2[O:11][CH:10]([C:27]([N:29]2[CH2:34][CH2:33][C:32]([C:43]([O:45][CH2:46][CH3:47])=[O:44])([CH2:35][C:36]3[CH:41]=[CH:40][C:39]([F:42])=[CH:38][CH:37]=3)[CH2:31][CH2:30]2)=[O:28])[CH2:9]1)=[O:7])([CH3:4])([CH3:3])[CH3:2], predict the reaction product. The product is: [C:1]([O:5][C:6]([N:8]1[C:13]2[CH:14]=[C:15]([Cl:26])[C:16]([OH:18])=[CH:17][C:12]=2[O:11][CH:10]([C:27]([N:29]2[CH2:30][CH2:31][C:32]([C:43]([O:45][CH2:46][CH3:47])=[O:44])([CH2:35][C:36]3[CH:41]=[CH:40][C:39]([F:42])=[CH:38][CH:37]=3)[CH2:33][CH2:34]2)=[O:28])[CH2:9]1)=[O:7])([CH3:3])([CH3:4])[CH3:2]. (5) Given the reactants [CH3:1][O:2][C:3]([C:5]1[O:6][C:7](=O)[C:8]2[C:13]([C:14]=1[C:15]1[CH:20]=[CH:19][CH:18]=[CH:17][CH:16]=1)=[CH:12][C:11]([Br:21])=[CH:10][CH:9]=2)=[O:4].[S:23]1[CH:27]=[C:26]([C:28]2[CH:35]=[CH:34][C:31]([CH2:32][NH2:33])=[CH:30][CH:29]=2)[N:25]=[N:24]1.C(N(CC)CC)C, predict the reaction product. The product is: [CH3:1][O:2][C:3]([C:5]1[N:33]([CH2:32][C:31]2[CH:30]=[CH:29][C:28]([C:26]3[N:25]=[N:24][S:23][CH:27]=3)=[CH:35][CH:34]=2)[C:7](=[O:6])[C:8]2[C:13]([C:14]=1[C:15]1[CH:20]=[CH:19][CH:18]=[CH:17][CH:16]=1)=[CH:12][C:11]([Br:21])=[CH:10][CH:9]=2)=[O:4]. (6) Given the reactants [CH3:1][C:2]1[NH:3][CH:4]=[CH:5][N:6]=1.[CH2:7]([O:14][CH2:15][C@H:16]([NH:34][C:35](=[O:38])[CH2:36]Cl)[C:17]([NH:19][C:20]1[CH:25]=[CH:24][C:23]([O:26][C:27]2[CH:32]=[CH:31][C:30]([F:33])=[CH:29][CH:28]=2)=[CH:22][CH:21]=1)=[O:18])[C:8]1[CH:13]=[CH:12][CH:11]=[CH:10][CH:9]=1.CN(C=O)C, predict the reaction product. The product is: [CH2:7]([O:14][CH2:15][C@H:16]([NH:34][C:35](=[O:38])[CH2:36][N:3]1[CH:4]=[CH:5][N:6]=[C:2]1[CH3:1])[C:17]([NH:19][C:20]1[CH:25]=[CH:24][C:23]([O:26][C:27]2[CH:32]=[CH:31][C:30]([F:33])=[CH:29][CH:28]=2)=[CH:22][CH:21]=1)=[O:18])[C:8]1[CH:13]=[CH:12][CH:11]=[CH:10][CH:9]=1. (7) Given the reactants Cl[CH2:2][C:3]1[N:4]=[C:5]([CH2:8][CH3:9])[O:6][CH:7]=1.[P:10]([O:17]CC)([O:14][CH2:15][CH3:16])[O:11][CH2:12][CH3:13].C(OCC)(=O)C, predict the reaction product. The product is: [CH2:8]([C:5]1[O:6][CH:7]=[C:3]([CH2:2][P:10](=[O:17])([O:14][CH2:15][CH3:16])[O:11][CH2:12][CH3:13])[N:4]=1)[CH3:9].